From a dataset of hERG Central: cardiac toxicity at 1µM, 10µM, and general inhibition. Predict hERG channel inhibition at various concentrations. (1) The molecule is O=C(CSc1ccc(Br)cc1)N1CCN(C(=O)c2ccco2)CC1. Results: hERG_inhib (hERG inhibition (general)): blocker. (2) The compound is COc1ccc(C(=O)NCC(=O)N/N=C/C=C/c2ccccc2)cc1OC. Results: hERG_inhib (hERG inhibition (general)): blocker. (3) The compound is O=C(CN1CCN(CC(=O)Nc2ccc3c(c2)OCO3)CC1)Nc1ccc(F)cc1. Results: hERG_inhib (hERG inhibition (general)): blocker.